This data is from Reaction yield outcomes from USPTO patents with 853,638 reactions. The task is: Predict the reaction yield, written as a fraction of the theoretical maximum amount of product (1.0 means a 100% yield; for example, 0.34 means a 34% yield). (1) The catalyst is CC([O-])=O.CC([O-])=O.[Cu+2].CS(C)=O. The product is [O:1]=[C:2]1[C:7]([CH:8]=[O:9])=[CH:6][CH:5]=[CH:4][N:3]1[C:16]1[CH:15]=[CH:14][C:13]([O:12][C:11]([F:10])([F:22])[F:23])=[CH:18][CH:17]=1. The reactants are [O:1]=[C:2]1[C:7]([CH:8]=[O:9])=[CH:6][CH:5]=[CH:4][NH:3]1.[F:10][C:11]([F:23])([F:22])[O:12][C:13]1[CH:18]=[CH:17][C:16](B(O)O)=[CH:15][CH:14]=1.CCN(CC)CC. The yield is 0.250. (2) The reactants are [CH3:1][O:2][C:3](=[O:14])[CH:4]([O:6][C:7]1[CH:12]=[CH:11][C:10]([NH2:13])=[CH:9][CH:8]=1)[CH3:5].C(N(CC)CC)C.Cl[C:23](Cl)([O:25]C(=O)OC(Cl)(Cl)Cl)Cl. The catalyst is C1(C)C=CC=CC=1. The product is [CH3:1][O:2][C:3](=[O:14])[CH:4]([O:6][C:7]1[CH:12]=[CH:11][C:10]([N:13]=[C:23]=[O:25])=[CH:9][CH:8]=1)[CH3:5]. The yield is 0.529. (3) The reactants are [Br:1][C:2]1[S:3][CH:4]=[C:5]([CH2:7]I)[N:6]=1.[C-:9]#[N:10].[Na+]. The catalyst is CS(C)=O.C(OCC)C.O. The product is [Br:1][C:2]1[S:3][CH:4]=[C:5]([CH2:7][C:9]#[N:10])[N:6]=1. The yield is 0.860. (4) The reactants are [C:1]([O:4][CH2:5][CH:6]([O:25][C:26](=[O:28])[CH3:27])[C:7](=[O:24])[NH:8][C:9]1[C:14]([I:15])=[C:13]([C:16](Cl)=[O:17])[C:12]([I:19])=[C:11]([C:20]([Cl:22])=[O:21])[C:10]=1[I:23])(=[O:3])[CH3:2].[CH3:29][C:30]1([CH3:40])[O:34][CH:33]([CH2:35][NH:36][CH2:37][CH2:38][OH:39])[CH2:32][O:31]1.C(N(CC)CC)C. The catalyst is CC(N(C)C)=O. The product is [C:1]([O:4][CH2:5][CH:6]([O:25][C:26](=[O:28])[CH3:27])[C:7](=[O:24])[NH:8][C:9]1[C:14]([I:15])=[C:13]([C:16](=[O:17])[N:36]([CH2:35][CH:33]2[CH2:32][O:31][C:30]([CH3:40])([CH3:29])[O:34]2)[CH2:37][CH2:38][OH:39])[C:12]([I:19])=[C:11]([C:20]([Cl:22])=[O:21])[C:10]=1[I:23])(=[O:3])[CH3:2]. The yield is 0.380. (5) The reactants are [F:1][C:2]([F:32])([F:31])[C:3]1[CH:4]=[C:5]([CH:24]=[C:25]([C:27]([F:30])([F:29])[F:28])[CH:26]=1)[CH2:6][N:7]1[CH2:14][CH2:13][CH2:12][N:11]([CH3:15])[C:10]2[N:16]=[C:17]([S:21][CH3:22])[N:18]=[C:19](Cl)[C:9]=2[C:8]1=[O:23].[CH3:33][C:34]1[CH:39]=[CH:38][CH:37]=[CH:36][C:35]=1OB(O)O. No catalyst specified. The product is [F:1][C:2]([F:32])([F:31])[C:3]1[CH:4]=[C:5]([CH:24]=[C:25]([C:27]([F:30])([F:29])[F:28])[CH:26]=1)[CH2:6][N:7]1[CH2:14][CH2:13][CH2:12][N:11]([CH3:15])[C:10]2[N:16]=[C:17]([S:21][CH3:22])[N:18]=[C:19]([C:35]3[CH:36]=[CH:37][CH:38]=[CH:39][C:34]=3[CH3:33])[C:9]=2[C:8]1=[O:23]. The yield is 1.00. (6) The reactants are [CH3:1][O:2][C:3](=[O:16])[C:4]1[CH:9]=[C:8](I)[C:7]([C:11]([F:14])([F:13])[F:12])=[CH:6][C:5]=1[NH2:15].[CH3:17][N:18]1[C:22]([Sn](CCCC)(CCCC)CCCC)=[CH:21][CH:20]=[N:19]1. The catalyst is C1(C=CC=CC=1)[P](C1C=CC=CC=1)(C1C=CC=CC=1)[Pd][P](C1C=CC=CC=1)(C1C=CC=CC=1)C1C=CC=CC=1.O1CCOCC1. The product is [CH3:1][O:2][C:3](=[O:16])[C:4]1[CH:9]=[C:8]([C:22]2[N:18]([CH3:17])[N:19]=[CH:20][CH:21]=2)[C:7]([C:11]([F:14])([F:13])[F:12])=[CH:6][C:5]=1[NH2:15]. The yield is 0.760. (7) The reactants are [OH:1][CH:2]1[C:7]([O:10][CH3:11])([O:8][CH3:9])[CH2:6][CH2:5][N:4]([C:12]([O:14][C:15]([CH3:18])([CH3:17])[CH3:16])=[O:13])[CH2:3]1.N1C=CC=CC=1.[C:25](OC(=O)C)(=[O:27])[CH3:26]. The catalyst is C(OCC)(=O)C. The product is [C:25]([O:1][CH:2]1[C:7]([O:8][CH3:9])([O:10][CH3:11])[CH2:6][CH2:5][N:4]([C:12]([O:14][C:15]([CH3:18])([CH3:17])[CH3:16])=[O:13])[CH2:3]1)(=[O:27])[CH3:26]. The yield is 0.830.